This data is from Forward reaction prediction with 1.9M reactions from USPTO patents (1976-2016). The task is: Predict the product of the given reaction. (1) Given the reactants [CH:1]1([CH2:4][O:5][C:6]2[N:11]=[C:10]([C:12]([OH:14])=O)[CH:9]=[CH:8][C:7]=2[N:15]2[CH2:18][C:17]([F:20])([F:19])[CH2:16]2)[CH2:3][CH2:2]1.[NH2:21][C:22]1([CH2:26][C:27]([O:29][CH3:30])=[O:28])[CH2:25][S:24][CH2:23]1.CCN(C(C)C)C(C)C, predict the reaction product. The product is: [CH:1]1([CH2:4][O:5][C:6]2[N:11]=[C:10]([C:12]([NH:21][C:22]3([CH2:26][C:27]([O:29][CH3:30])=[O:28])[CH2:25][S:24][CH2:23]3)=[O:14])[CH:9]=[CH:8][C:7]=2[N:15]2[CH2:18][C:17]([F:20])([F:19])[CH2:16]2)[CH2:2][CH2:3]1. (2) Given the reactants [CH2:1]([OH:4])[C:2]#[CH:3].C(N(CC)CC)C.[CH2:12](S(Cl)(=O)=O)[CH2:13][S:14](Cl)(=[O:16])=[O:15].O, predict the reaction product. The product is: [CH:13]([S:14]([O:4][CH2:1][C:2]#[CH:3])(=[O:16])=[O:15])=[CH2:12]. (3) The product is: [CH2:1]([O:3][C:4](=[O:13])[CH2:5][S:6][C:7]1[S:11][C:10]([NH:12][C:14]([N:32]([CH:26]2[CH2:27][CH2:28][CH2:29][CH2:30][CH2:31]2)[C@H:33]2[CH2:38][CH2:37][C@H:36]([CH2:39][O:40][CH3:41])[CH2:35][CH2:34]2)=[O:15])=[N:9][CH:8]=1)[CH3:2]. Given the reactants [CH2:1]([O:3][C:4](=[O:13])[CH2:5][S:6][C:7]1[S:11][C:10]([NH2:12])=[N:9][CH:8]=1)[CH3:2].[C:14](C1NC=CN=1)(C1NC=CN=1)=[O:15].[CH:26]1([NH:32][C@H:33]2[CH2:38][CH2:37][C@H:36]([CH2:39][O:40][CH3:41])[CH2:35][CH2:34]2)[CH2:31][CH2:30][CH2:29][CH2:28][CH2:27]1, predict the reaction product. (4) Given the reactants [CH2:1]([O:3][C:4]1[CH:5]=[C:6]([C@H:12]([N:17]2[CH2:25][C:24]3[C:19](=[CH:20][CH:21]=[CH:22][CH:23]=3)[C:18]2=[O:26])[CH2:13][C:14](O)=[O:15])[CH:7]=[CH:8][C:9]=1[O:10][CH3:11])[CH3:2].C(N1C=CN=C1)(N1C=CN=C1)=O.Cl.[NH2:40][OH:41], predict the reaction product. The product is: [CH2:1]([O:3][C:4]1[CH:5]=[C:6]([C@H:12]([N:17]2[CH2:25][C:24]3[C:19](=[CH:20][CH:21]=[CH:22][CH:23]=3)[C:18]2=[O:26])[CH2:13][C:14]([NH:40][OH:41])=[O:15])[CH:7]=[CH:8][C:9]=1[O:10][CH3:11])[CH3:2].